From a dataset of Forward reaction prediction with 1.9M reactions from USPTO patents (1976-2016). Predict the product of the given reaction. (1) Given the reactants C(=O)([O-])[O-].[Na+].[Na+].[C:7]1([C:13]2[S:17][C:16](B(O)O)=[CH:15][CH:14]=2)[CH:12]=[CH:11][CH:10]=[CH:9][CH:8]=1.I[C:22]1[CH:30]=[CH:29][C:28]([NH:31][C:32](=[O:42])[CH:33]([C:36]2[CH:41]=[CH:40][CH:39]=[CH:38][CH:37]=2)[CH2:34][CH3:35])=[CH:27][C:23]=1[C:24]([NH2:26])=[O:25].C(OCC)(=O)C, predict the reaction product. The product is: [C:36]1([CH:33]([CH2:34][CH3:35])[C:32]([NH:31][C:28]2[CH:29]=[CH:30][C:22]([C:16]3[S:17][C:13]([C:7]4[CH:8]=[CH:9][CH:10]=[CH:11][CH:12]=4)=[CH:14][CH:15]=3)=[C:23]([CH:27]=2)[C:24]([NH2:26])=[O:25])=[O:42])[CH:41]=[CH:40][CH:39]=[CH:38][CH:37]=1. (2) Given the reactants [CH2:1]([C:8]1[CH:15]=[CH:14][CH:13]=[CH:12][C:9]=1[CH:10]=[O:11])[C:2]1[CH:7]=[CH:6][CH:5]=[CH:4][CH:3]=1.[Br-].[C:17]([C:20]1[CH:46]=[CH:45][C:23]([CH2:24][CH2:25][P+](C2C=CC=CC=2)(C2C=CC=CC=2)C2C=CC=CC=2)=[CH:22][CH:21]=1)([OH:19])=[O:18], predict the reaction product. The product is: [CH2:1]([C:8]1[CH:15]=[CH:14][CH:13]=[CH:12][C:9]=1[CH2:10][CH:25]=[CH:24][C:23]1[CH:45]=[CH:46][C:20]([C:17]([OH:19])=[O:18])=[CH:21][CH:22]=1)[C:2]1[CH:7]=[CH:6][CH:5]=[CH:4][CH:3]=1.[CH2:1]([C:8]1[CH:15]=[CH:14][CH:13]=[CH:12][C:9]=1[CH:10]=[O:11])[C:2]1[CH:3]=[CH:4][CH:5]=[CH:6][CH:7]=1.[CH2:1]([C:8]1[CH:15]=[CH:14][CH:13]=[CH:12][C:9]=1[C:10]([OH:18])=[O:11])[C:2]1[CH:3]=[CH:4][CH:5]=[CH:6][CH:7]=1. (3) Given the reactants [CH2:1]([O:8][C:9]([NH:11][C@H:12]([C:14](=[S:16])[NH2:15])[CH3:13])=[O:10])[C:2]1[CH:7]=[CH:6][CH:5]=[CH:4][CH:3]=1.Br[CH2:18][C:19](=O)[C:20]([F:23])([F:22])[F:21].C([O-])(O)=O.[Na+], predict the reaction product. The product is: [CH2:1]([O:8][C:9]([NH:11][C@H:12]([C:14]1[S:16][CH:18]=[C:19]([C:20]([F:23])([F:22])[F:21])[N:15]=1)[CH3:13])=[O:10])[C:2]1[CH:3]=[CH:4][CH:5]=[CH:6][CH:7]=1. (4) Given the reactants [CH:1]1([NH:4][C:5]([C:7]2[CH:12]=[CH:11][C:10]([N:13]3[CH2:18][CH2:17][N:16](C(OC(C)(C)C)=O)[CH2:15][CH2:14]3)=[C:9]([CH3:26])[CH:8]=2)=[O:6])[CH2:3][CH2:2]1.Cl, predict the reaction product. The product is: [CH:1]1([NH:4][C:5](=[O:6])[C:7]2[CH:12]=[CH:11][C:10]([N:13]3[CH2:14][CH2:15][NH:16][CH2:17][CH2:18]3)=[C:9]([CH3:26])[CH:8]=2)[CH2:3][CH2:2]1. (5) Given the reactants C(NC(C)C)(C)C.[CH2:8]([Li])[CH2:9][CH2:10][CH3:11].[C:13]([O:22][CH3:23])(=[O:21])[CH:14]([CH2:16][C:17]([O:19][CH3:20])=[O:18])[OH:15].C(Br)C=CC, predict the reaction product. The product is: [CH3:23][O:22][C:13](=[O:21])[C@@H:14]([OH:15])[C@@H:16]([CH2:8][CH:9]=[CH:10][CH3:11])[C:17]([O:19][CH3:20])=[O:18]. (6) Given the reactants [Cl:1][C:2]1[CH:7]=[CH:6][C:5]([CH2:8][S:9](Cl)(=[O:11])=[O:10])=[CH:4][CH:3]=1.[NH2:13][C@@H:14]1[CH2:29][N:17]2[CH2:18][CH2:19][N:20]([C:22]([O:24][C:25]([CH3:28])([CH3:27])[CH3:26])=[O:23])[CH2:21][C@@H:16]2[CH2:15]1.C(N(CC)CC)C, predict the reaction product. The product is: [Cl:1][C:2]1[CH:7]=[CH:6][C:5]([CH2:8][S:9]([NH:13][C@@H:14]2[CH2:29][N:17]3[CH2:18][CH2:19][N:20]([C:22]([O:24][C:25]([CH3:27])([CH3:26])[CH3:28])=[O:23])[CH2:21][C@@H:16]3[CH2:15]2)(=[O:11])=[O:10])=[CH:4][CH:3]=1. (7) Given the reactants C1C=CC(P(C2C=CC=CC=2)C2C=CC=CC=2)=CC=1.CCOC(/N=N/C(OCC)=O)=O.[Cl:32][C:33]1[C:34](=[O:48])[N:35]([CH2:41][C:42]2[CH:43]=[N:44][CH:45]=[CH:46][CH:47]=2)[C:36]([CH3:40])=[CH:37][C:38]=1[OH:39].[F:49][C:50]1[CH:57]=[C:56]([F:58])[CH:55]=[CH:54][C:51]=1[CH2:52]O, predict the reaction product. The product is: [Cl:32][C:33]1[C:34](=[O:48])[N:35]([CH2:41][C:42]2[CH:43]=[N:44][CH:45]=[CH:46][CH:47]=2)[C:36]([CH3:40])=[CH:37][C:38]=1[O:39][CH2:52][C:51]1[CH:54]=[CH:55][C:56]([F:58])=[CH:57][C:50]=1[F:49]. (8) The product is: [NH2:1][C:2]1[CH:3]=[C:4](/[CH:8]=[CH:9]\[C:10]2[CH:11]=[C:12]([NH:16][C:17](=[O:23])[O:18][C:19]([CH3:21])([CH3:20])[CH3:22])[CH:13]=[N:14][CH:15]=2)[CH:5]=[CH:6][CH:7]=1. Given the reactants [NH2:1][C:2]1[CH:3]=[C:4]([C:8]#[C:9][C:10]2[CH:11]=[C:12]([NH:16][C:17](=[O:23])[O:18][C:19]([CH3:22])([CH3:21])[CH3:20])[CH:13]=[N:14][CH:15]=2)[CH:5]=[CH:6][CH:7]=1, predict the reaction product.